From a dataset of Forward reaction prediction with 1.9M reactions from USPTO patents (1976-2016). Predict the product of the given reaction. (1) Given the reactants Br[C:2]1[CH:7]=[CH:6][CH:5]=[C:4]([Br:8])[CH:3]=1.C(B(CC)[C:12]1[CH:13]=[N:14][CH:15]=[CH:16][CH:17]=1)C.[OH-].C([N+](CCCC)(CCCC)CCCC)CCC.C(=O)([O-])[O-].[Na+].[Na+], predict the reaction product. The product is: [Br:8][C:4]1[CH:3]=[C:2]([C:12]2[CH:13]=[N:14][CH:15]=[CH:16][CH:17]=2)[CH:7]=[CH:6][CH:5]=1. (2) Given the reactants [CH2:1]([N:3]([C:8]1[CH:16]=[CH:15][CH:14]=[C:13]2[C:9]=1[CH:10]=[CH:11][N:12]2[C:17]1[CH:22]=[CH:21][N:20]=[C:19]([S:23][CH3:24])[N:18]=1)[S:4]([CH3:7])(=[O:6])=[O:5])[CH3:2].C1C=C(Cl)C=C(C(OO)=[O:33])C=1, predict the reaction product. The product is: [CH2:1]([N:3]([C:8]1[CH:16]=[CH:15][CH:14]=[C:13]2[C:9]=1[CH:10]=[CH:11][N:12]2[C:17]1[CH:22]=[CH:21][N:20]=[C:19]([S:23]([CH3:24])=[O:33])[N:18]=1)[S:4]([CH3:7])(=[O:6])=[O:5])[CH3:2].